Task: Predict the reaction yield, written as a fraction of the theoretical maximum amount of product (1.0 means a 100% yield; for example, 0.34 means a 34% yield).. Dataset: Reaction yield outcomes from USPTO patents with 853,638 reactions (1) The reactants are [Si]([O:8][C@@H:9]1[C:13]2([CH2:15][CH2:14]2)[C:12](=[O:16])[N:11]([C:17]2[CH:24]=[CH:23][C:20]([C:21]#[N:22])=[C:19]([Cl:25])[CH:18]=2)[C@@H:10]1[CH3:26])(C(C)(C)C)(C)C.[F-].C([N+](CCCC)(CCCC)CCCC)CCC.C1COCC1.O. The catalyst is C1COCC1. The product is [Cl:25][C:19]1[CH:18]=[C:17]([N:11]2[C@H:10]([CH3:26])[C@H:9]([OH:8])[C:13]3([CH2:15][CH2:14]3)[C:12]2=[O:16])[CH:24]=[CH:23][C:20]=1[C:21]#[N:22]. The yield is 0.325. (2) The reactants are Cl[C:2]1[C:7]([CH3:8])=[C:6]([Cl:9])[N:5]=[CH:4][C:3]=1[C:10]([N:12]1[CH2:17][CH2:16][CH:15]([C:18]2[CH:23]=[CH:22][C:21]([F:24])=[CH:20][CH:19]=2)[CH2:14][CH2:13]1)=[O:11].[F:25][C:26]1[C:32]([CH3:33])=[CH:31][CH:30]=[CH:29][C:27]=1[NH2:28]. No catalyst specified. The product is [Cl:9][C:6]1[N:5]=[CH:4][C:3]([C:10]([N:12]2[CH2:17][CH2:16][CH:15]([C:18]3[CH:23]=[CH:22][C:21]([F:24])=[CH:20][CH:19]=3)[CH2:14][CH2:13]2)=[O:11])=[C:2]([NH:28][C:27]2[CH:29]=[CH:30][CH:31]=[C:32]([CH3:33])[C:26]=2[F:25])[C:7]=1[CH3:8]. The yield is 0.870. (3) The reactants are [H-].[Na+].[OH:3][C@H:4]1[CH2:8][CH2:7][O:6][CH2:5]1.[CH:9]([CH:12]1[C:17]2[N:18]=[CH:19][NH:20][C:16]=2[CH2:15][CH2:14][N:13]1[C:21](OCC(Cl)(Cl)Cl)=[O:22])([CH3:11])[CH3:10]. The catalyst is C1COCC1. The product is [CH:9]([CH:12]1[C:17]2[N:18]=[CH:19][NH:20][C:16]=2[CH2:15][CH2:14][N:13]1[C:21]([O:3][C@H:4]1[CH2:8][CH2:7][O:6][CH2:5]1)=[O:22])([CH3:11])[CH3:10]. The yield is 0.0110. (4) The reactants are [Cl:1][C:2]1[C:3]([CH:23]([S:32]([C:35]2[CH:40]=[CH:39][C:38]([Cl:41])=[CH:37][CH:36]=2)(=[O:34])=[O:33])[C:24]2[CH:29]=[C:28]([F:30])[CH:27]=[CH:26][C:25]=2[F:31])=[CH:4][C:5]([N:8](S(C(F)(F)F)(=O)=O)[S:9]([C:12]([F:15])([F:14])[F:13])(=[O:11])=[O:10])=[N:6][CH:7]=1.O.[OH-].[Li+].[Cl-].[NH4+].FC(F)(F)C(O)=O. The catalyst is O1CCCC1.O.CCOCC.C(OCC)(=O)C.CCCCCC. The product is [Cl:1][C:2]1[C:3]([CH:23]([S:32]([C:35]2[CH:40]=[CH:39][C:38]([Cl:41])=[CH:37][CH:36]=2)(=[O:33])=[O:34])[C:24]2[CH:29]=[C:28]([F:30])[CH:27]=[CH:26][C:25]=2[F:31])=[CH:4][C:5]([NH:8][S:9]([C:12]([F:13])([F:14])[F:15])(=[O:11])=[O:10])=[N:6][CH:7]=1. The yield is 0.630. (5) The reactants are [Cl:1][C:2]1[CH:7]=[CH:6][CH:5]=[CH:4][C:3]=1[N:8]1[C:12]([NH:13][C:14]2[N:24]=[CH:23][CH:22]=[CH:21][C:15]=2[C:16]([O:18]CC)=[O:17])=[CH:11][C:10]([C:25]2[CH:30]=[CH:29][C:28]([F:31])=[CH:27][CH:26]=2)=[N:9]1.O.[OH-].[Li+].Cl. The catalyst is C(O)C.C1COCC1.O. The product is [Cl:1][C:2]1[CH:7]=[CH:6][CH:5]=[CH:4][C:3]=1[N:8]1[C:12]([NH:13][C:14]2[N:24]=[CH:23][CH:22]=[CH:21][C:15]=2[C:16]([OH:18])=[O:17])=[CH:11][C:10]([C:25]2[CH:26]=[CH:27][C:28]([F:31])=[CH:29][CH:30]=2)=[N:9]1. The yield is 0.990. (6) The reactants are C([O:4][C:5](=[O:38])[C@@H:6]([NH:25][C:26](=[O:37])[C:27]1[C:32]([F:33])=[CH:31][C:30]([CH2:34][NH2:35])=[CH:29][C:28]=1[F:36])[CH2:7][C:8]1[CH:13]=[CH:12][C:11]([C:14]2[C:15](=[O:24])[N:16]([CH3:23])[C:17](=[O:22])[N:18]([CH3:21])[C:19]=2[CH3:20])=[CH:10][CH:9]=1)CC.[OH-].[Li+].C(O)(C(F)(F)F)=O. The catalyst is C1COCC1.O. The product is [NH2:35][CH2:34][C:30]1[CH:29]=[C:28]([F:36])[C:27]([C:26]([NH:25][C@@H:6]([CH2:7][C:8]2[CH:9]=[CH:10][C:11]([C:14]3[C:15](=[O:24])[N:16]([CH3:23])[C:17](=[O:22])[N:18]([CH3:21])[C:19]=3[CH3:20])=[CH:12][CH:13]=2)[C:5]([OH:38])=[O:4])=[O:37])=[C:32]([F:33])[CH:31]=1. The yield is 0.780. (7) The reactants are [Br:1][C:2]1[C:3]([F:12])=[C:4]([C:8]([F:11])=[CH:9][CH:10]=1)[C:5]([OH:7])=O.C(Cl)(=O)C(Cl)=O.[CH2:19]([NH:26][CH2:27][CH2:28][OH:29])[C:20]1[CH:25]=[CH:24][CH:23]=[CH:22][CH:21]=1.C(N(CC)CC)C. The catalyst is O1CCCC1.CN(C)C=O. The product is [CH2:19]([N:26]([CH2:27][CH2:28][OH:29])[C:5](=[O:7])[C:4]1[C:8]([F:11])=[CH:9][CH:10]=[C:2]([Br:1])[C:3]=1[F:12])[C:20]1[CH:25]=[CH:24][CH:23]=[CH:22][CH:21]=1. The yield is 0.673. (8) The reactants are Br[C:2]1[CH:26]=[CH:25][C:5]([C:6]([NH:8][C:9]2[C:10]([O:23]C)=[N:11][CH:12]=[C:13]([C:15]3[CH:20]=[CH:19][N:18]=[C:17]([NH:21][CH3:22])[N:16]=3)[CH:14]=2)=[O:7])=[CH:4][CH:3]=1.[NH:27]1[CH2:32][CH2:31][CH2:30][CH2:29][CH2:28]1. The catalyst is CN1C(=O)CCC1. The product is [CH3:22][NH:21][C:17]1[N:16]=[C:15]([C:13]2[CH:14]=[C:9]([NH:8][C:6](=[O:7])[C:5]3[CH:25]=[CH:26][C:2]([N:27]4[CH2:32][CH2:31][CH2:30][CH2:29][CH2:28]4)=[CH:3][CH:4]=3)[C:10](=[O:23])[NH:11][CH:12]=2)[CH:20]=[CH:19][N:18]=1. The yield is 0.450. (9) The reactants are [CH2:1]([O:8][C:9]1([C:12]2[CH:17]=[CH:16][C:15]([C:18]#[C:19][C:20]3[CH:30]=[CH:29][C:23]([C:24]([O:26]CC)=[O:25])=[CH:22][CH:21]=3)=[CH:14][CH:13]=2)[CH2:11][CH2:10]1)[C:2]1[CH:7]=[CH:6][CH:5]=[CH:4][CH:3]=1.[OH-].[Na+]. The catalyst is C(O)C.O1CCCC1. The product is [CH2:1]([O:8][C:9]1([C:12]2[CH:17]=[CH:16][C:15]([C:18]#[C:19][C:20]3[CH:21]=[CH:22][C:23]([C:24]([OH:26])=[O:25])=[CH:29][CH:30]=3)=[CH:14][CH:13]=2)[CH2:10][CH2:11]1)[C:2]1[CH:7]=[CH:6][CH:5]=[CH:4][CH:3]=1. The yield is 0.890. (10) The reactants are C(=O)([O-])[O-].[K+].[K+].[F:7][C:8]1[CH:13]=[C:12]([OH:14])[CH:11]=[CH:10][C:9]=1[C:15]([CH3:19])([CH3:18])[C:16]#[N:17].Cl[CH2:21][C:22]([CH:24]1[CH2:28][CH2:27][CH2:26][CH2:25]1)=[O:23].O. The catalyst is CN(C=O)C. The product is [CH:24]1([C:22](=[O:23])[CH2:21][O:14][C:12]2[CH:11]=[CH:10][C:9]([C:15]([CH3:19])([CH3:18])[C:16]#[N:17])=[C:8]([F:7])[CH:13]=2)[CH2:28][CH2:27][CH2:26][CH2:25]1. The yield is 0.750.